This data is from Reaction yield outcomes from USPTO patents with 853,638 reactions. The task is: Predict the reaction yield, written as a fraction of the theoretical maximum amount of product (1.0 means a 100% yield; for example, 0.34 means a 34% yield). (1) The yield is 1.00. The catalyst is C1(C)C=CC=CC=1. The product is [C:4]([C:3]1[C:2]([N:1]=[CH:12][N:13]([CH3:15])[CH3:14])=[N:9][CH:8]=[CH:7][CH:6]=1)#[N:5]. The reactants are [NH2:1][C:2]1[N:9]=[CH:8][CH:7]=[CH:6][C:3]=1[C:4]#[N:5].CO[CH:12](OC)[N:13]([CH3:15])[CH3:14]. (2) The reactants are [NH2:1][C:2]1[C:11]2[C:6](=[C:7](Br)[CH:8]=[CH:9][CH:10]=2)[N:5]=[N:4][C:3]=1[C:13]([NH:15][CH2:16][CH2:17][CH3:18])=[O:14].[CH3:19][O:20][C:21]1[CH:26]=[CH:25][C:24](B(O)O)=[CH:23][C:22]=1[CH3:30]. No catalyst specified. The product is [NH2:1][C:2]1[C:11]2[C:6](=[C:7]([C:24]3[CH:25]=[CH:26][C:21]([O:20][CH3:19])=[C:22]([CH3:30])[CH:23]=3)[CH:8]=[CH:9][CH:10]=2)[N:5]=[N:4][C:3]=1[C:13]([NH:15][CH2:16][CH2:17][CH3:18])=[O:14]. The yield is 0.750.